From a dataset of Full USPTO retrosynthesis dataset with 1.9M reactions from patents (1976-2016). Predict the reactants needed to synthesize the given product. (1) Given the product [F:1][C:2]([CH:14]1[CH2:19][CH2:18][N:17]([C:30]([NH:46][C:45]2[O:41][N:42]=[CH:43][CH:44]=2)=[O:32])[CH2:16][CH2:15]1)([S:4]([C:7]1[CH:12]=[CH:11][CH:10]=[C:9]([F:13])[CH:8]=1)(=[O:6])=[O:5])[CH3:3], predict the reactants needed to synthesize it. The reactants are: [F:1][C:2]([CH:14]1[CH2:19][CH2:18][NH:17][CH2:16][CH2:15]1)([S:4]([C:7]1[CH:12]=[CH:11][CH:10]=[C:9]([F:13])[CH:8]=1)(=[O:6])=[O:5])[CH3:3].CCN(C(C)C)C(C)C.Cl[C:30](Cl)([O:32]C(=O)OC(Cl)(Cl)Cl)Cl.[O:41]1[C:45]([NH2:46])=[CH:44][CH:43]=[N:42]1. (2) Given the product [OH:18][CH2:19][C:20]1[N:21]=[C:22]([C:33](=[O:35])[CH3:34])[N:23]([CH2:25][O:26][CH2:27][CH2:28][Si:29]([CH3:30])([CH3:32])[CH3:31])[CH:24]=1, predict the reactants needed to synthesize it. The reactants are: [Si]([O:18][CH2:19][C:20]1[N:21]=[C:22]([C:33](=[O:35])[CH3:34])[N:23]([CH2:25][O:26][CH2:27][CH2:28][Si:29]([CH3:32])([CH3:31])[CH3:30])[CH:24]=1)(C(C)(C)C)(C1C=CC=CC=1)C1C=CC=CC=1.[F-].C([N+](CCCC)(CCCC)CCCC)CCC. (3) Given the product [OH:32][CH2:33][CH2:34][C:35]1[N:40]=[C:39]([C:41]([F:44])([F:42])[F:43])[N:38]=[C:37]([O:45][CH:46]2[CH2:51][CH2:50][CH:49]([N:25]3[CH2:24][C:23]([CH2:27][C:28]#[N:29])([N:21]4[CH:22]=[C:18]([C:17]5[C:12]6[CH:11]=[CH:10][N:9]([CH2:8][O:7][CH2:6][CH2:5][Si:4]([CH3:30])([CH3:3])[CH3:31])[C:13]=6[N:14]=[CH:15][N:16]=5)[CH:19]=[N:20]4)[CH2:26]3)[CH2:48][CH2:47]2)[CH:36]=1, predict the reactants needed to synthesize it. The reactants are: Cl.Cl.[CH3:3][Si:4]([CH3:31])([CH3:30])[CH2:5][CH2:6][O:7][CH2:8][N:9]1[C:13]2[N:14]=[CH:15][N:16]=[C:17]([C:18]3[CH:19]=[N:20][N:21]([C:23]4([CH2:27][C:28]#[N:29])[CH2:26][NH:25][CH2:24]4)[CH:22]=3)[C:12]=2[CH:11]=[CH:10]1.[OH:32][CH2:33][CH2:34][C:35]1[N:40]=[C:39]([C:41]([F:44])([F:43])[F:42])[N:38]=[C:37]([O:45][CH:46]2[CH2:51][CH2:50][C:49](=O)[CH2:48][CH2:47]2)[CH:36]=1.C(O[BH-](OC(=O)C)OC(=O)C)(=O)C.[Na+]. (4) Given the product [Br:1][C:2]1[CH:3]=[CH:4][C:5]([C:8]2[O:9][C:10]([CH3:17])=[C:11]([CH2:13][CH2:14][O:16][C:26]3[CH:27]=[C:22]([CH2:21][C:20]([O:19][CH3:18])=[O:30])[CH:23]=[CH:24][C:25]=3[CH3:28])[N:12]=2)=[CH:6][CH:7]=1, predict the reactants needed to synthesize it. The reactants are: [Br:1][C:2]1[CH:7]=[CH:6][C:5]([C:8]2[O:9][C:10]([CH3:17])=[C:11]([CH2:13][C:14]([O-:16])=O)[N:12]=2)=[CH:4][CH:3]=1.[CH3:18][O:19][C:20](=[O:30])[CH2:21][C:22]1[CH:27]=[CH:26][C:25]([CH3:28])=[C:24](O)[CH:23]=1. (5) The reactants are: [CH3:1][C:2]1[C:7]2[NH:8][CH:9]=[N:10][C:6]=2[C:5]([C:11]#[N:12])=[CH:4][C:3]=1[N+:13]([O-])=O.[H][H]. Given the product [NH2:13][C:3]1[CH:4]=[C:5]([C:11]#[N:12])[C:6]2[N:10]=[CH:9][NH:8][C:7]=2[C:2]=1[CH3:1], predict the reactants needed to synthesize it. (6) Given the product [Cl:27][C:28]1[CH:29]=[C:30]([C:37]2([C:40]([OH:42])=[O:41])[CH2:38][CH2:39]2)[CH:31]=[CH:32][C:33]=1[C:22]1[CH:23]=[CH:24][C:19]([N:14]2[C:13]([NH:12][C:11]([O:10][C@@H:8]([C:3]3[CH:4]=[CH:5][CH:6]=[CH:7][C:2]=3[Cl:1])[CH3:9])=[O:26])=[C:17]([F:18])[CH:16]=[N:15]2)=[CH:20][CH:21]=1, predict the reactants needed to synthesize it. The reactants are: [Cl:1][C:2]1[CH:7]=[CH:6][CH:5]=[CH:4][C:3]=1[C@H:8]([O:10][C:11](=[O:26])[NH:12][C:13]1[N:14]([C:19]2[CH:24]=[CH:23][C:22](Br)=[CH:21][CH:20]=2)[N:15]=[CH:16][C:17]=1[F:18])[CH3:9].[Cl:27][C:28]1[CH:29]=[C:30]([C:37]2([C:40]([OH:42])=[O:41])[CH2:39][CH2:38]2)[CH:31]=[CH:32][C:33]=1B(O)O. (7) The reactants are: Cl[CH2:2][C:3]1[O:4][C:5](=[O:9])[O:6][C:7]=1[CH3:8].[Cl:10][C:11]1[S:15][C:14]([C:16]2[O:20][N:19]=[C:18]([CH2:21][N:22]3[C:30]4[CH:29]=[CH:28][CH:27]=[C:26]([C:31]([OH:33])=[O:32])[C:25]=4[CH:24]=[C:23]3[C:34](=[O:45])[NH:35][CH:36]3[CH2:41][CH2:40][N:39]([CH:42]([CH3:44])[CH3:43])[CH2:38][CH2:37]3)[CH:17]=2)=[CH:13][CH:12]=1.ClC1C=CC(NC(CN2C3C=CC=C(C(O)=O)C=3C=C2C(=O)NC2CCN(C(C)C)CC2)=O)=NC=1. Given the product [CH3:8][C:7]1[O:6][C:5](=[O:9])[O:4][C:3]=1[CH2:2][O:33][C:31]([C:26]1[C:25]2[CH:24]=[C:23]([C:34](=[O:45])[NH:35][CH:36]3[CH2:41][CH2:40][N:39]([CH:42]([CH3:43])[CH3:44])[CH2:38][CH2:37]3)[N:22]([CH2:21][C:18]3[CH:17]=[C:16]([C:14]4[S:15][C:11]([Cl:10])=[CH:12][CH:13]=4)[O:20][N:19]=3)[C:30]=2[CH:29]=[CH:28][CH:27]=1)=[O:32], predict the reactants needed to synthesize it. (8) Given the product [C:3]([C:5]1[CH:6]=[C:7]([C:16]2[S:20][C:19]([C:21]([O-:23])=[O:22])=[C:18]([F:24])[CH:17]=2)[CH:8]=[CH:9][C:10]=1[O:11][CH2:12][CH:13]([CH3:15])[CH3:14])#[N:4].[Na+:2], predict the reactants needed to synthesize it. The reactants are: [OH-].[Na+:2].[C:3]([C:5]1[CH:6]=[C:7]([C:16]2[S:20][C:19]([C:21]([OH:23])=[O:22])=[C:18]([F:24])[CH:17]=2)[CH:8]=[CH:9][C:10]=1[O:11][CH2:12][CH:13]([CH3:15])[CH3:14])#[N:4]. (9) Given the product [Si:14]([O:13][C@@H:11]([CH3:12])[C@@H:10]([OH:21])[CH2:9][CH2:8][C:4]1[C:3]2[O:22][C:28]([C:27]3[CH:30]=[CH:31][C:24]([Cl:23])=[CH:25][CH:26]=3)=[N:1][C:2]=2[CH:7]=[CH:6][CH:5]=1)([C:17]([CH3:18])([CH3:20])[CH3:19])([CH3:16])[CH3:15], predict the reactants needed to synthesize it. The reactants are: [NH2:1][C:2]1[C:3]([OH:22])=[C:4]([CH2:8][CH2:9][C@H:10]([OH:21])[C@@H:11]([O:13][Si:14]([C:17]([CH3:20])([CH3:19])[CH3:18])([CH3:16])[CH3:15])[CH3:12])[CH:5]=[CH:6][CH:7]=1.[Cl:23][C:24]1[CH:31]=[CH:30][C:27]([CH:28]=O)=[CH:26][CH:25]=1.